Dataset: Forward reaction prediction with 1.9M reactions from USPTO patents (1976-2016). Task: Predict the product of the given reaction. Given the reactants FC(F)(F)C(O)=O.C(O[C:13](=O)[N:14]([CH2:16][CH2:17][O:18][NH:19][C:20]([C:22]1[CH:27]=[CH:26][C:25]([F:28])=[C:24]([F:29])[C:23]=1[NH:30][C:31]1[CH:36]=[CH:35][C:34]([I:37])=[CH:33][C:32]=1[CH3:38])=[O:21])C)(C)(C)C.O.C(=O)(O)[O-].[Na+], predict the reaction product. The product is: [F:29][C:24]1[C:23]([NH:30][C:31]2[CH:36]=[CH:35][C:34]([I:37])=[CH:33][C:32]=2[CH3:38])=[C:22]([CH:27]=[CH:26][C:25]=1[F:28])[C:20]([NH:19][O:18][CH2:17][CH2:16][NH:14][CH3:13])=[O:21].